Binary Classification. Given a drug SMILES string, predict its activity (active/inactive) in a high-throughput screening assay against a specified biological target. From a dataset of Cav3 T-type calcium channel HTS with 100,875 compounds. (1) The drug is s1c(c(nc1NC(=O)c1cccnc1)C)C(OCC)=O. The result is 0 (inactive). (2) The compound is o1c(C(=O)Nc2c(cccc2)C(OC)=O)ccc1. The result is 0 (inactive).